Dataset: CYP2C19 inhibition data for predicting drug metabolism from PubChem BioAssay. Task: Regression/Classification. Given a drug SMILES string, predict its absorption, distribution, metabolism, or excretion properties. Task type varies by dataset: regression for continuous measurements (e.g., permeability, clearance, half-life) or binary classification for categorical outcomes (e.g., BBB penetration, CYP inhibition). Dataset: cyp2c19_veith. (1) The drug is Cc1ccccc1N1CCN(S(=O)(=O)C[C@@]23CC[C@H](C[C@H]2NC(=O)[C@@H](N)CCS(C)(=O)=O)C3(C)C)CC1. The result is 0 (non-inhibitor). (2) The drug is CC(=O)Nc1ccc2c(c1)C(=Nc1ccc(C(=O)O)cc1)c1ccccc1-2. The result is 0 (non-inhibitor). (3) The drug is COc1cccc(N2CCN(C(=S)Nc3cccc(C)c3)CC2)c1. The result is 1 (inhibitor). (4) The compound is Cc1cc(OCC(F)(F)C(F)(F)C(F)(F)C(F)(F)C(F)(F)C(F)F)nc(N)n1. The result is 1 (inhibitor).